Dataset: Reaction yield outcomes from USPTO patents with 853,638 reactions. Task: Predict the reaction yield, written as a fraction of the theoretical maximum amount of product (1.0 means a 100% yield; for example, 0.34 means a 34% yield). (1) The product is [NH2:1][C:2]1[C:7]([S:8]([N:11]([CH3:13])[CH3:12])(=[O:10])=[O:9])=[CH:6][C:5]([B:18]2[O:19][C:20]([CH3:22])([CH3:21])[C:16]([CH3:32])([CH3:15])[O:17]2)=[CH:4][N:3]=1. The reactants are [NH2:1][C:2]1[C:7]([S:8]([N:11]([CH3:13])[CH3:12])(=[O:10])=[O:9])=[CH:6][C:5](Br)=[CH:4][N:3]=1.[CH3:15][C:16]1([CH3:32])[C:20]([CH3:22])([CH3:21])[O:19][B:18]([B:18]2[O:19][C:20]([CH3:22])([CH3:21])[C:16]([CH3:32])([CH3:15])[O:17]2)[O:17]1.C([O-])(=O)C.[K+]. The yield is 0.860. The catalyst is O1CCOCC1. (2) The reactants are [F:1][C:2]1[CH:7]=[CH:6][C:5]([S:8]([N:11]2[CH:15]([CH3:16])[CH2:14][CH2:13][C:12]2=[O:17])(=[O:10])=[O:9])=[CH:4][CH:3]=1.C[Si]([N-][Si](C)(C)C)(C)C.[Na+].[Cl:28][C:29]1[CH:30]=[C:31]([CH:34]=[CH:35][C:36]=1[Cl:37])[CH:32]=O. The catalyst is C1COCC1.Cl. The product is [Cl:28][C:29]1[CH:30]=[C:31]([CH:32]=[C:13]2[CH2:14][CH:15]([CH3:16])[N:11]([S:8]([C:5]3[CH:4]=[CH:3][C:2]([F:1])=[CH:7][CH:6]=3)(=[O:10])=[O:9])[C:12]2=[O:17])[CH:34]=[CH:35][C:36]=1[Cl:37]. The yield is 0.0700. (3) The reactants are [Br:1][C:2]1[CH:3]=[CH:4][C:5](F)=[N:6][CH:7]=1.[CH3:9][NH2:10].O. The catalyst is C1COCC1. The product is [Br:1][C:2]1[CH:3]=[CH:4][C:5]([NH:10][CH3:9])=[N:6][CH:7]=1. The yield is 0.240. (4) The reactants are [C:1]([O:5][C:6](=[O:22])[NH:7][C@@H:8]([C:12](=[NH:21])[NH:13][CH2:14][C:15]1[CH:20]=[CH:19][CH:18]=[CH:17][CH:16]=1)[CH:9]([CH3:11])[CH3:10])([CH3:4])([CH3:3])[CH3:2].[CH:23](=[C:25]([C:30](OC)=[O:31])[C:26]([O:28][CH3:29])=[O:27])[CH3:24]. The catalyst is CO. The product is [CH3:29][O:28][C:26]([CH:25]1[C:30](=[O:31])[N:13]([CH2:14][C:15]2[CH:16]=[CH:17][CH:18]=[CH:19][CH:20]=2)[C:12]([CH:8]([NH:7][C:6]([O:5][C:1]([CH3:3])([CH3:4])[CH3:2])=[O:22])[CH:9]([CH3:11])[CH3:10])=[N:21][CH:23]1[CH3:24])=[O:27]. The yield is 0.640. (5) The reactants are [F:1][C:2]1[CH:10]=[C:9]2[C:5]([C:6]([C:11]3[CH:12]=[CH:13][C:14]([NH:17][CH2:18][CH2:19][NH2:20])=[N:15][CH:16]=3)=[CH:7][NH:8]2)=[CH:4][CH:3]=1.[C:21]([NH:28][CH2:29][C:30](O)=[O:31])([O:23][C:24]([CH3:27])([CH3:26])[CH3:25])=[O:22]. No catalyst specified. The product is [F:1][C:2]1[CH:10]=[C:9]2[C:5]([C:6]([C:11]3[CH:12]=[CH:13][C:14]([NH:17][CH2:18][CH2:19][NH:20][C:30](=[O:31])[CH2:29][NH:28][C:21](=[O:22])[O:23][C:24]([CH3:25])([CH3:26])[CH3:27])=[N:15][CH:16]=3)=[CH:7][NH:8]2)=[CH:4][CH:3]=1. The yield is 0.980. (6) The reactants are CCN(CC)CC.N1C=CC=CC=1.[Br:14][C:15]1[CH:16]=[C:17]2[C:21](=[CH:22][CH:23]=1)[NH:20][C:19]([C:24]#[N:25])=[CH:18]2.[CH:26]1([O:31][C:32]2[CH:37]=[CH:36][C:35](B(O)O)=[CH:34][CH:33]=2)[CH2:30][CH2:29][CH2:28][CH2:27]1. The catalyst is CC([O-])=O.CC([O-])=O.[Cu+2].C(Cl)Cl. The product is [Br:14][C:15]1[CH:16]=[C:17]2[C:21](=[CH:22][CH:23]=1)[N:20]([C:35]1[CH:36]=[CH:37][C:32]([O:31][CH:26]3[CH2:30][CH2:29][CH2:28][CH2:27]3)=[CH:33][CH:34]=1)[C:19]([C:24]#[N:25])=[CH:18]2. The yield is 0.590. (7) The reactants are [CH3:1][NH:2][C:3]([C:8]1[CH:13]=[CH:12][CH:11]=[CH:10][CH:9]=1)([CH2:6][CH3:7])[CH2:4][OH:5].[Li]CCCC.[CH3:19][O:20][C:21]1[CH:22]=[C:23]([CH:27]=[C:28]([O:32][CH3:33])[C:29]=1[O:30][CH3:31])[C:24](Cl)=[O:25].C(O)(=O)C. The catalyst is C1COCC1. The product is [CH3:7][CH2:6][C:3]([NH:2][CH3:1])([C:8]1[CH:13]=[CH:12][CH:11]=[CH:10][CH:9]=1)[CH2:4][O:5][C:24]([C:23]1[CH:27]=[C:28]([O:32][CH3:33])[C:29]([O:30][CH3:31])=[C:21]([O:20][CH3:19])[CH:22]=1)=[O:25]. The yield is 0.490. (8) The reactants are [Cl:1][C:2]1[CH:3]=[C:4]([O:12][CH3:13])[C:5]([O:10]C)=[C:6]([O:8][CH3:9])[CH:7]=1.B(Cl)(Cl)Cl. The catalyst is C(Cl)Cl. The product is [Cl:1][C:2]1[CH:7]=[C:6]([O:8][CH3:9])[C:5]([OH:10])=[C:4]([O:12][CH3:13])[CH:3]=1. The yield is 0.980. (9) The reactants are COC1[CH:26]=[CH:25][C:6]([CH2:7][NH:8][C:9]2[C:14]([NH2:15])=[CH:13][N:12]=[C:11]([NH:16][C:17]3[N:18]=[CH:19][C:20]([C:23]#[N:24])=[N:21][CH:22]=3)[CH:10]=2)=CC=1.C1(C=O)CC1.S(S([O-])=O)([O-])(=O)=O.[Na+].[Na+]. The catalyst is CN(C=O)C. The product is [CH:6]1([C:7]2[NH:8][C:9]3[CH:10]=[C:11]([NH:16][C:17]4[N:18]=[CH:19][C:20]([C:23]#[N:24])=[N:21][CH:22]=4)[N:12]=[CH:13][C:14]=3[N:15]=2)[CH2:25][CH2:26]1. The yield is 0.160.